Dataset: Experimentally validated miRNA-target interactions with 360,000+ pairs, plus equal number of negative samples. Task: Binary Classification. Given a miRNA mature sequence and a target amino acid sequence, predict their likelihood of interaction. (1) The protein sequence of the target gene is MNARGLGSELKDSIPVTELSASGPFESHDLLRKGFSCVKNELLPSHPLELSEKNFQLNQDKMNFSTLRNIQGLFAPLKLQMEFKAVQQVQRLPFLSSSNLSLDVLRGNDETIGFEDILNDPSQSEVMGEPHLMVEYKLGLL. Result: 1 (interaction). The miRNA is hsa-miR-26b-5p with sequence UUCAAGUAAUUCAGGAUAGGU. (2) The miRNA is hsa-miR-326 with sequence CCUCUGGGCCCUUCCUCCAG. The protein sequence of the target gene is MAAAPVAAGSGAGRGRRSAATVAAWGGWGGRPRPGNILLQLRQGQLTGRGLVRAVQFTETFLTERDKQSKWSGIPQLLLKLHTTSHLHSDFVECQNILKEISPLLSMEAMAFVTEERKLTQETTYPNTYIFDLFGGVDLLVEILMRPTISIRGQKLKISDEMSKDCLSILYNTCVCTEGVTKRLAEKNDFVIFLFTLMTSKKTFLQTATLIEDILGVKKEMIRLDEVPNLSSLVSNFDQQQLANFCRILAVTISEMDTGNDDKHTLLAKNAQQKKSLSLGPSAAEINQAALLSIPGFVER.... Result: 1 (interaction). (3) The miRNA is hsa-miR-4755-5p with sequence UUUCCCUUCAGAGCCUGGCUUU. The protein sequence of the target gene is MEAALLGLCNWSTLGVCAALKLPQISAVLAARSARGLSLPSLLLELAGFLVFLRYQCYYGYPPLTYLEYPILIAQDVILLLCIFHFNGNVKQATPYIAVLVSSWFILALQKWIIDLAMNLCTFISAASKFAQLQCLWKTRDSGTVSALTWSLSSYTCATRIITTLMTTNDFTILLRFVIMLALNIWVTVTVLRYRKTAIKAE. Result: 0 (no interaction). (4) The miRNA is mmu-miR-3061-5p with sequence CAGUGGGCCGUGAAAGGUAGCC. The protein sequence of the target gene is MAMAKARKPREALLWALSDLEENDFKKLKFYLRDMTLSEGQPPLARGELEGLIPVDLAELLISKYGEKEAVKVVLKGLKVMNLLELVDQLSHICLHDYREVYREHVRCLEEWQEAGVNGRYNQVLLVAKPSSESPESLACPFPEQELESVTVEALFDSGEKPSLAPSLVVLQGSAGTGKTTLARKMVLDWATGTLYPGRFDYVFYVSCKEVVLLLESKLEQLLFWCCGDNQAPVTEILRQPERLLFILDGFDELQRPFEEKLKKRGLSPKESLLHLLIRRHTLPTCSLLITTRPLALRNL.... Result: 0 (no interaction). (5) The miRNA is hsa-miR-20b-5p with sequence CAAAGUGCUCAUAGUGCAGGUAG. The protein sequence of the target gene is MLEELECGAPGARGAATAMDCKDRPAFPVKKLIQARLPFKRLNLVPKGKADDMSDDQGTSVQSKSPDLEASLDTLENNCHVGSDIDFRPKLVNGKGPLDNFLRNRIETSIGQSTVIIDLTEDSNEQPDSLVDHNKLNSEASPSREAINGQREDTGDQQGLLKAIQNDKLAFPGETLSDIPCKTEEEGVGCGGAGRRGDSQECSPRSCPELTSGPRMCPRKEQDSWSEAGGILFKGKVPMVVLQDILAVRPPQIKSLPATPQGKNMTPESEVLESFPEEDSVLSHSSLSSPSSTSSPEGPP.... Result: 1 (interaction). (6) The miRNA is hsa-miR-186-5p with sequence CAAAGAAUUCUCCUUUUGGGCU. The protein sequence of the target gene is MDTEPNPGTSSVSTTTSSTTTTTITTSSSRMQQPQISVYSGSDRHAVQVIQQALHRPPSSAAQYLQQMYAAQQQHLMLHTAALQQQHLSSSQLQSLAAVQASLSSGRPSTSPTGSVTQQSSMSQTSINLSTSPTPAQLISRSQASSSTSGSITQQTMLLGSTSPTLTASQAQMYLRAQMLIFTPATTVAAVQSDIPVVSSSSSSSCQSAATQVQNLTLRSQKLGVLSSSQNGPPKSTSQTQSLTICHNKTTVTSSKISQRDPSPESNKKGESPSLESRSTAVTRTSSIHQLIAPASYSPI.... Result: 1 (interaction). (7) The miRNA is hsa-miR-129-5p with sequence CUUUUUGCGGUCUGGGCUUGC. The protein sequence of the target gene is MEAWRCVRKGYGHCVVGRGRYPMFPHHSRSLGRDWTTPWENLQRCCWNRHISSCMRWPGHYSRAPYPYFSSRHFSLNWRPPCLFESRTQFQYCNWRPDNLSQTSLIHLSSYVMNAEGDEPSSKRRKHQGVIKRNWEYICSHDKEKTKILGDKNVDPKCEDSENKFDFSVMSYNILSQDLLEDNSHLYRHCRRPVLHWSFRFPNILKEIKHFDADVLCLQEVQEDHYGAEIRPSLESLGYHCEYKMRTGRKPDGCAICFKHSKFSLLSVNPVEFFRPDISLLDRDNVGLVLLLQPKIPYAA.... Result: 1 (interaction). (8) The miRNA is gga-miR-15b-5p with sequence UAGCAGCACAUCAUGGUUUGCA. The protein sequence of the target gene is MARRRAFPAFVLRLWSILPCLLLLRADAGQPPEESLYLWIDAHQARVLIGFEEDILIVSEGKMAPFTHDFRKAQQRMPAIPVNIHSMNFTWQASGQAEYFYEFLSLRSLDKGIMADPTVNVPRLGTVPHKASVVQVGFPCLGKQDGVAAFEVNVIVMNSEGNPILRTPQNAIFFKTCQQAECPGGCRNGGFCNERRVCECPDGFYGPHCEKALCIPRCMNGGLCVTPGFCICPPGFYGVNCDKANCSATCFNGGTCFYPGKCICPPGLEGEQCELSKCPQPCRNGGKCIGKSKCKCPKGY.... Result: 0 (no interaction).